This data is from Full USPTO retrosynthesis dataset with 1.9M reactions from patents (1976-2016). The task is: Predict the reactants needed to synthesize the given product. (1) Given the product [C:44]([C:41]1[CH:42]=[CH:43][C:38]([O:18][C:15]2[CH:16]=[CH:17][C:10]3[O:9][C:8]([CH:7]([NH:19][C:20]4[CH:21]=[CH:22][C:23]([C:26]([N:28]([CH3:36])[CH2:29][CH2:30][C:31]([O:33][CH2:34][CH3:35])=[O:32])=[O:27])=[CH:24][CH:25]=4)[CH:1]4[CH2:6][CH2:5][CH2:4][CH2:3][CH2:2]4)=[C:12]([CH3:13])[C:11]=3[CH:14]=2)=[N:39][CH:40]=1)#[N:45], predict the reactants needed to synthesize it. The reactants are: [CH:1]1([CH:7]([NH:19][C:20]2[CH:25]=[CH:24][C:23]([C:26]([N:28]([CH3:36])[CH2:29][CH2:30][C:31]([O:33][CH2:34][CH3:35])=[O:32])=[O:27])=[CH:22][CH:21]=2)[C:8]2[O:9][C:10]3[CH:17]=[CH:16][C:15]([OH:18])=[CH:14][C:11]=3[C:12]=2[CH3:13])[CH2:6][CH2:5][CH2:4][CH2:3][CH2:2]1.Cl[C:38]1[CH:43]=[CH:42][C:41]([C:44]#[N:45])=[CH:40][N:39]=1.C(=O)([O-])[O-].[K+].[K+].O. (2) Given the product [C:74]([C:73]1[CH:77]=[C:69]([C:8]2[CH:17]=[CH:16][C:15]3[C:10](=[CH:11][CH:12]=[C:13]([C:18]4[N:22]([CH:23]5[CH2:28][CH2:27][CH2:26][CH2:25][CH2:24]5)[C:21]5[CH:29]=[CH:30][C:31]([C:33]([OH:35])=[O:34])=[CH:32][C:20]=5[N:19]=4)[CH:14]=3)[N:9]=2)[CH:70]=[CH:71][C:72]=1[OH:78])(=[O:75])[NH2:76], predict the reactants needed to synthesize it. The reactants are: BrC1C=CC(O)=C([C:8]2[CH:17]=[CH:16][C:15]3[C:10](=[CH:11][CH:12]=[C:13]([C:18]4[N:22]([CH:23]5[CH2:28][CH2:27][CH2:26][CH2:25][CH2:24]5)[C:21]5[CH:29]=[CH:30][C:31]([C:33]([OH:35])=[O:34])=[CH:32][C:20]=5[N:19]=4)[CH:14]=3)[N:9]=2)C=1.C(OC(C1C=CC2N(C3CCCCC3)C(C3C=CC(N)=C(C=O)C=3)=NC=2C=1)=O)C.C([C:69]1[CH:70]=[CH:71][C:72]([OH:78])=[C:73]([CH:77]=1)[C:74]([NH2:76])=[O:75])(=O)C.[OH-].[K+]. (3) Given the product [OH:1][CH2:2][C@H:3]1[CH2:12][N:7]2[CH2:8][CH2:9][N:10]([C:14]3[N:19]=[CH:18][CH:17]=[CH:16][N:15]=3)[CH2:11][C@@H:6]2[CH2:5][CH2:4]1, predict the reactants needed to synthesize it. The reactants are: [OH:1][CH2:2][C@H:3]1[CH2:12][N:7]2[CH2:8][CH2:9][NH:10][CH2:11][C@@H:6]2[CH2:5][CH2:4]1.Cl[C:14]1[N:19]=[CH:18][CH:17]=[CH:16][N:15]=1.C(=O)([O-])[O-].[Na+].[Na+]. (4) Given the product [NH:39]1[CH:43]=[CH:42][CH:41]=[C:40]1[C:26]1[CH:27]=[CH:28][CH:29]=[CH:30][C:25]=1[C:20]1[C:19]([C:17]([N:14]2[CH2:15][CH2:16][N:11]([C:3]3[CH:4]=[CH:5][C:6]([N+:8]([O-:10])=[O:9])=[CH:7][C:2]=3[Cl:1])[CH2:12][CH2:13]2)=[O:18])=[C:23]([CH3:24])[O:22][N:21]=1, predict the reactants needed to synthesize it. The reactants are: [Cl:1][C:2]1[CH:7]=[C:6]([N+:8]([O-:10])=[O:9])[CH:5]=[CH:4][C:3]=1[N:11]1[CH2:16][CH2:15][N:14]([C:17]([C:19]2[C:20]([C:25]3[CH:30]=[CH:29][CH:28]=[CH:27][C:26]=3I)=[N:21][O:22][C:23]=2[CH3:24])=[O:18])[CH2:13][CH2:12]1.C(OC([N:39]1[CH:43]=[CH:42][CH:41]=[C:40]1B(O)O)=O)(C)(C)C. (5) Given the product [Cl:1][C:2]1[CH:3]=[C:4]([CH:21]=[CH:22][CH:23]=1)[CH2:5][NH:6][C:7]1[N:20]=[C:10]2[C:11]([O:18][CH3:19])=[CH:12][C:13]([C:15]([N:28]3[CH:27]([CH2:26][C:25]([OH:35])([CH3:24])[CH3:34])[CH2:32][O:31][CH:30]([CH3:33])[CH2:29]3)=[O:17])=[CH:14][N:9]2[N:8]=1, predict the reactants needed to synthesize it. The reactants are: [Cl:1][C:2]1[CH:3]=[C:4]([CH:21]=[CH:22][CH:23]=1)[CH2:5][NH:6][C:7]1[N:20]=[C:10]2[C:11]([O:18][CH3:19])=[CH:12][C:13]([C:15]([OH:17])=O)=[CH:14][N:9]2[N:8]=1.[CH3:24][C:25]([OH:35])([CH3:34])[CH2:26][CH:27]1[CH2:32][O:31][CH:30]([CH3:33])[CH2:29][NH:28]1.C(N(CC)C(C)C)(C)C.CN(C(ON1N=NC2C=CC=NC1=2)=[N+](C)C)C.F[P-](F)(F)(F)(F)F. (6) Given the product [F:22][C:23]1[CH:32]=[CH:31][CH:30]=[CH:29][C:24]=1[C:25]1[S:26][C:7]([CH2:6][NH:5][S:2]([CH3:1])(=[O:4])=[O:3])([C:9]2[CH:14]=[CH:13][CH:12]=[CH:11][CH:10]=2)[NH:28][N:27]=1, predict the reactants needed to synthesize it. The reactants are: [CH3:1][S:2]([NH:5][CH2:6][C:7]([C:9]1[CH:14]=[CH:13][CH:12]=[CH:11][CH:10]=1)=O)(=[O:4])=[O:3].FC(F)(F)C(O)=O.[F:22][C:23]1[CH:32]=[CH:31][CH:30]=[CH:29][C:24]=1[C:25]([NH:27][NH2:28])=[S:26]. (7) Given the product [CH2:10]([O:12][C:13]([N:15]1[CH2:16][CH2:17][N:18]([CH:21]([CH:22]([CH3:25])[CH3:23])[C:9]#[C:8][C:4]2[CH:5]=[CH:6][CH:7]=[C:2]([Cl:1])[CH:3]=2)[CH2:19][CH2:20]1)=[O:14])[CH3:11], predict the reactants needed to synthesize it. The reactants are: [Cl:1][C:2]1[CH:3]=[C:4]([C:8]#[CH:9])[CH:5]=[CH:6][CH:7]=1.[CH2:10]([O:12][C:13]([N:15]1[CH2:20][CH2:19][NH:18][CH2:17][CH2:16]1)=[O:14])[CH3:11].[CH3:21][CH:22]([CH3:25])[CH:23]=O.